The task is: Predict the product of the given reaction.. This data is from Forward reaction prediction with 1.9M reactions from USPTO patents (1976-2016). (1) Given the reactants [Cl:1][C:2]1[CH:7]=[C:6]([CH2:8]O)[CH:5]=[C:4]([CH3:10])[N:3]=1.S(Cl)([Cl:13])=O, predict the reaction product. The product is: [Cl:1][C:2]1[CH:7]=[C:6]([CH2:8][Cl:13])[CH:5]=[C:4]([CH3:10])[N:3]=1. (2) Given the reactants [Cl:1][C:2]1[C:3]([N:23]2C(=O)C3C(=CC=CC=3)C2=O)=[CH:4][C:5]([S:9]([N:12]2[C:18]3[CH:19]=[CH:20][CH:21]=[CH:22][C:17]=3[CH2:16][CH2:15][CH2:14][CH2:13]2)(=[O:11])=[O:10])=[C:6]([OH:8])[CH:7]=1.O.NN, predict the reaction product. The product is: [NH2:23][C:3]1[C:2]([Cl:1])=[CH:7][C:6]([OH:8])=[C:5]([S:9]([N:12]2[C:18]3[CH:19]=[CH:20][CH:21]=[CH:22][C:17]=3[CH2:16][CH2:15][CH2:14][CH2:13]2)(=[O:11])=[O:10])[CH:4]=1. (3) Given the reactants [Br:1][C:2]1[C:7]([CH3:8])=[CH:6][C:5]([N+:9]([O-:11])=[O:10])=[CH:4][C:3]=1[CH2:12]Br.[C-:14]#[N:15].[K+], predict the reaction product. The product is: [Br:1][C:2]1[C:7]([CH3:8])=[CH:6][C:5]([N+:9]([O-:11])=[O:10])=[CH:4][C:3]=1[CH2:12][C:14]#[N:15]. (4) Given the reactants [C:1]([C:3]1[CH:27]=[CH:26][C:6]([O:7][C:8]2[N:16]=[C:15]([O:17][C:18]3[CH:23]=[CH:22][C:21]([C:24]#[N:25])=[CH:20][CH:19]=3)[CH:14]=[CH:13][C:9]=2[C:10](O)=[O:11])=[CH:5][CH:4]=1)#[N:2].[C:28]([O:32][C:33](=[O:39])[NH:34][CH2:35][CH2:36][CH2:37][NH2:38])([CH3:31])([CH3:30])[CH3:29], predict the reaction product. The product is: [C:28]([O:32][C:33](=[O:39])[NH:34][CH2:35][CH2:36][CH2:37][NH:38][C:10]([C:9]1[C:8]([O:7][C:6]2[CH:5]=[CH:4][C:3]([C:1]#[N:2])=[CH:27][CH:26]=2)=[N:16][C:15]([O:17][C:18]2[CH:23]=[CH:22][C:21]([C:24]#[N:25])=[CH:20][CH:19]=2)=[CH:14][CH:13]=1)=[O:11])([CH3:31])([CH3:29])[CH3:30]. (5) Given the reactants [F:1][C:2]([F:43])([F:42])[C:3]1[CH:4]=[C:5]([C@H:13]([N:15]([CH3:41])[C:16]([N:18]2[CH2:32][CH2:31][C@:21]3([NH:25][C@@:24]([CH3:30])([C:26](OC)=[O:27])[CH2:23][CH2:22]3)[CH2:20][C@@H:19]2[C:33]2[CH:38]=[CH:37][C:36]([F:39])=[CH:35][C:34]=2[CH3:40])=[O:17])[CH3:14])[CH:6]=[C:7]([C:9]([F:12])([F:11])[F:10])[CH:8]=1.[BH4-].[Li+], predict the reaction product. The product is: [F:43][C:2]([F:1])([F:42])[C:3]1[CH:4]=[C:5]([C@H:13]([N:15]([CH3:41])[C:16]([N:18]2[CH2:32][CH2:31][C@:21]3([NH:25][C@:24]([CH2:26][OH:27])([CH3:30])[CH2:23][CH2:22]3)[CH2:20][C@@H:19]2[C:33]2[CH:38]=[CH:37][C:36]([F:39])=[CH:35][C:34]=2[CH3:40])=[O:17])[CH3:14])[CH:6]=[C:7]([C:9]([F:12])([F:10])[F:11])[CH:8]=1. (6) Given the reactants [CH2:1]([N:8]1[C:12]2=[N:13][CH:14]=[C:15]([C:17]([OH:19])=[O:18])[N:16]=[C:11]2[C:10]([C:20]2[CH:29]=[CH:28][C:27]3[C:22](=[CH:23][CH:24]=[CH:25][CH:26]=3)[CH:21]=2)=[N:9]1)[C:2]1[CH:7]=[CH:6][CH:5]=[CH:4][CH:3]=1.[C:30](=O)([O-])[O-].[K+].[K+].CI, predict the reaction product. The product is: [CH3:30][O:18][C:17]([C:15]1[N:16]=[C:11]2[C:10]([C:20]3[CH:29]=[CH:28][C:27]4[C:22](=[CH:23][CH:24]=[CH:25][CH:26]=4)[CH:21]=3)=[N:9][N:8]([CH2:1][C:2]3[CH:3]=[CH:4][CH:5]=[CH:6][CH:7]=3)[C:12]2=[N:13][CH:14]=1)=[O:19]. (7) Given the reactants [Cl:1][C:2]1[N:3]=[N:4][C:5]([Cl:9])=[CH:6][C:7]=1Cl.[NH:10]1[CH2:15][CH2:14][NH:13][CH2:12][CH2:11]1, predict the reaction product. The product is: [Cl:1][C:2]1[N:3]=[N:4][C:5]([Cl:9])=[CH:6][C:7]=1[N:10]1[CH2:15][CH2:14][NH:13][CH2:12][CH2:11]1. (8) Given the reactants [NH2:1][C:2]1[N:10]=[CH:9][C:8]([Br:11])=[CH:7][C:3]=1[C:4]([NH2:6])=[O:5].[Cl:12][C:13]1[CH:14]=[C:15]([CH:18]=[CH:19][CH:20]=1)[CH2:16]Br, predict the reaction product. The product is: [BrH:11].[Br:11][C:8]1[CH:7]=[C:3]([C:4]([NH2:6])=[O:5])[C:2](=[NH:1])[N:10]([CH2:16][C:15]2[CH:18]=[CH:19][CH:20]=[C:13]([Cl:12])[CH:14]=2)[CH:9]=1. (9) Given the reactants [CH2:1]([C:3]1[N:7]([C:8]2[N:16]=[C:15]3[C:11]([N:12]=[C:13]([CH:18]=O)[N:14]3[CH3:17])=[C:10]([N:20]3[CH2:25][CH2:24][O:23][CH2:22][CH2:21]3)[N:9]=2)[C:6]2[CH:26]=[CH:27][CH:28]=[CH:29][C:5]=2[N:4]=1)[CH3:2].[NH:30]1[CH2:33][CH:32]([C:34]([N:36]2[CH2:40][CH2:39][C@H:38]([OH:41])[CH2:37]2)=[O:35])[CH2:31]1.C(O[BH-](OC(=O)C)OC(=O)C)(=O)C.[Na+], predict the reaction product. The product is: [CH2:1]([C:3]1[N:7]([C:8]2[N:16]=[C:15]3[C:11]([N:12]=[C:13]([CH2:18][N:30]4[CH2:33][CH:32]([C:34]([N:36]5[CH2:40][CH2:39][C@H:38]([OH:41])[CH2:37]5)=[O:35])[CH2:31]4)[N:14]3[CH3:17])=[C:10]([N:20]3[CH2:25][CH2:24][O:23][CH2:22][CH2:21]3)[N:9]=2)[C:6]2[CH:26]=[CH:27][CH:28]=[CH:29][C:5]=2[N:4]=1)[CH3:2]. (10) The product is: [Cl:8][C:6]1[CH:5]=[C:4]([S:9][C:10]2[N:14]([C:15]3[CH:16]=[CH:17][CH:18]=[CH:19][CH:20]=3)[N:13]=[C:12]([CH3:21])[C:11]=2[CH:22]([C:24]2[CH:25]=[CH:26][CH:27]=[CH:28][CH:29]=2)[OH:23])[CH:3]=[C:2]([Cl:1])[CH:7]=1. Given the reactants [Cl:1][C:2]1[CH:3]=[C:4]([S:9][C:10]2[N:14]([C:15]3[CH:20]=[CH:19][CH:18]=[CH:17][CH:16]=3)[N:13]=[C:12]([CH3:21])[C:11]=2[C:22]([C:24]2[CH:29]=[CH:28][CH:27]=[CH:26][CH:25]=2)=[O:23])[CH:5]=[C:6]([Cl:8])[CH:7]=1.[BH4-].[Na+], predict the reaction product.